Dataset: Catalyst prediction with 721,799 reactions and 888 catalyst types from USPTO. Task: Predict which catalyst facilitates the given reaction. (1) Reactant: [F:1][C:2]1([CH2:8][N:9]2C(=O)C3C(=CC=CC=3)C2=O)[CH2:7][CH2:6][O:5][CH2:4][CH2:3]1.NN.C(Cl)Cl. Product: [F:1][C:2]1([CH2:8][NH2:9])[CH2:7][CH2:6][O:5][CH2:4][CH2:3]1. The catalyst class is: 8. (2) Reactant: [CH3:1][O:2][C:3]1[CH:4]=[C:5]([N:12]2[CH2:17][CH2:16][N:15]([C:18]([O:20][C:21]([CH3:24])([CH3:23])[CH3:22])=[O:19])[CH2:14][CH2:13]2)[CH:6]=[CH:7][C:8]=1[N+:9]([O-])=O. Product: [NH2:9][C:8]1[CH:7]=[CH:6][C:5]([N:12]2[CH2:17][CH2:16][N:15]([C:18]([O:20][C:21]([CH3:22])([CH3:23])[CH3:24])=[O:19])[CH2:14][CH2:13]2)=[CH:4][C:3]=1[O:2][CH3:1]. The catalyst class is: 256. (3) Reactant: [N:1]1([NH:7][C:8]([C:10]2[C:14]([CH3:15])=[C:13]([C:16]3[CH:21]=[CH:20][C:19]([OH:22])=[CH:18][CH:17]=3)[N:12]([C:23]3[CH:28]=[CH:27][C:26]([Cl:29])=[CH:25][C:24]=3[Cl:30])[N:11]=2)=[O:9])[CH2:6][CH2:5][CH2:4][CH2:3][CH2:2]1.C(N(CC)CC)C.[F:38][C:39]([F:48])([F:47])[CH2:40][CH2:41][CH2:42][S:43](Cl)(=[O:45])=[O:44].O. Product: [Cl:30][C:24]1[CH:25]=[C:26]([Cl:29])[CH:27]=[CH:28][C:23]=1[N:12]1[C:13]([C:16]2[CH:17]=[CH:18][C:19]([O:22][S:43]([CH2:42][CH2:41][CH2:40][C:39]([F:48])([F:47])[F:38])(=[O:45])=[O:44])=[CH:20][CH:21]=2)=[C:14]([CH3:15])[C:10]([C:8](=[O:9])[NH:7][N:1]2[CH2:6][CH2:5][CH2:4][CH2:3][CH2:2]2)=[N:11]1. The catalyst class is: 4.